From a dataset of Reaction yield outcomes from USPTO patents with 853,638 reactions. Predict the reaction yield, written as a fraction of the theoretical maximum amount of product (1.0 means a 100% yield; for example, 0.34 means a 34% yield). (1) The reactants are [Cl:1][C:2]1[N:7]=[C:6](Cl)[C:5]([CH3:9])=[CH:4][N:3]=1.[CH2:10]([NH:12][CH3:13])[CH3:11]. The catalyst is C1COCC1. The product is [Cl:1][C:2]1[N:7]=[C:6]([N:12]([CH2:10][CH3:11])[CH3:13])[C:5]([CH3:9])=[CH:4][N:3]=1. The yield is 0.450. (2) The reactants are ClC(Cl)(O[C:5](=[O:11])[O:6][C:7](Cl)(Cl)Cl)Cl.[C:13]([O:17][C:18](=[O:34])[NH:19][CH:20]1[CH2:25][CH2:24][CH:23]([NH:26][C:27]2C=[CH:31][CH:30]=[CH:29][C:28]=2O)[CH2:22][CH2:21]1)([CH3:16])([CH3:15])[CH3:14].CO. The catalyst is C1COCC1.C(Cl)Cl. The product is [C:13]([O:17][C:18](=[O:34])[NH:19][CH:20]1[CH2:21][CH2:22][CH:23]([N:26]2[C:27]3[CH:28]=[CH:29][CH:30]=[CH:31][C:7]=3[O:6][C:5]2=[O:11])[CH2:24][CH2:25]1)([CH3:16])([CH3:15])[CH3:14]. The yield is 0.573. (3) The reactants are [NH2:1][C:2]1[N:3]=[N:4][C:5]([I:8])=[CH:6][CH:7]=1.C([O:12][CH2:13][C:14](=O)[CH2:15]Cl)(=O)C.C(=O)([O-])O.[Na+]. The catalyst is C(O)C. The product is [I:8][C:5]1[CH:6]=[CH:7][C:2]2[N:3]([CH:15]=[C:14]([CH2:13][OH:12])[N:1]=2)[N:4]=1. The yield is 0.200. (4) The reactants are Cl.[F:2][C:3]1[CH:4]=[C:5]2[C:10](=[C:11]([N:13]3[CH2:18][CH2:17][N:16]([CH3:19])[CH2:15][CH2:14]3)[CH:12]=1)[O:9][CH:8]([C:20]([OH:22])=O)[CH2:7][CH2:6]2.C(N(CC)C(C)C)(C)C.CN(C(ON1N=NC2C=CC=CC1=2)=[N+](C)C)C.[B-](F)(F)(F)F.Cl.[NH2:55][C:56]1[CH:61]=[CH:60][C:59]([N:62]2[CH2:67][CH2:66][CH2:65][NH:64][C:63]2=[O:68])=[CH:58][CH:57]=1. The catalyst is CN(C)C=O.C(OCC)(=O)C.CCOCC.C(Cl)Cl. The product is [F:2][C:3]1[CH:4]=[C:5]2[C:10](=[C:11]([N:13]3[CH2:14][CH2:15][N:16]([CH3:19])[CH2:17][CH2:18]3)[CH:12]=1)[O:9][CH:8]([C:20]([NH:55][C:56]1[CH:57]=[CH:58][C:59]([N:62]3[CH2:67][CH2:66][CH2:65][NH:64][C:63]3=[O:68])=[CH:60][CH:61]=1)=[O:22])[CH2:7][CH2:6]2. The yield is 0.540. (5) The reactants are [Cl:1][C:2]1[C:3]([O:30][C@H:31]2[CH2:36][CH2:35][C@@H:34]([OH:37])[CH2:33][C@@H:32]2[C:38]2[N:42]([CH3:43])[N:41]=[CH:40][CH:39]=2)=[CH:4][C:5]([F:29])=[C:6]([S:8]([N:11](CC2C=CC(OC)=CC=2OC)[C:12]2[CH:17]=[CH:16][N:15]=[CH:14][N:13]=2)(=[O:10])=[O:9])[CH:7]=1.C([SiH](CC)CC)C.FC(F)(F)C(O)=O. The catalyst is ClCCl. The product is [Cl:1][C:2]1[C:3]([O:30][C@H:31]2[CH2:36][CH2:35][C@@H:34]([OH:37])[CH2:33][C@@H:32]2[C:38]2[N:42]([CH3:43])[N:41]=[CH:40][CH:39]=2)=[CH:4][C:5]([F:29])=[C:6]([S:8]([NH:11][C:12]2[CH:17]=[CH:16][N:15]=[CH:14][N:13]=2)(=[O:10])=[O:9])[CH:7]=1. The yield is 0.790. (6) The product is [C:1]([O:5][C:6]([N:8]1[CH2:12][C:11]([OH:13])([CH3:19])[CH2:10][C@H:9]1[C:14]([OH:16])=[O:15])=[O:7])([CH3:4])([CH3:2])[CH3:3]. The catalyst is O1CCCC1. The yield is 0.860. The reactants are [C:1]([O:5][C:6]([N:8]1[CH2:12][C:11](=[O:13])[CH2:10][C@H:9]1[C:14]([OH:16])=[O:15])=[O:7])([CH3:4])([CH3:3])[CH3:2].Br[Mg][CH3:19]. (7) The reactants are [CH:1]([C:3]1[CH:8]=[CH:7][C:6]([S:9]([C:12]2[CH:17]=[CH:16][CH:15]=[CH:14][C:13]=2[F:18])(=[O:11])=[O:10])=[CH:5][N:4]=1)=[CH2:2].[F:19][C:20]1[CH:25]=[CH:24][CH:23]=[CH:22][C:21]=1I.C1(C)C=CC=CC=1P(C1C=CC=CC=1C)C1C=CC=CC=1C. The catalyst is C(#N)C.C(N(CC)CC)C.C(OCC)(=O)C.C([O-])(=O)C.[Pd+2].C([O-])(=O)C. The product is [F:19][C:20]1[CH:25]=[CH:24][CH:23]=[CH:22][C:21]=1/[CH:2]=[CH:1]/[C:3]1[CH:8]=[CH:7][C:6]([S:9]([C:12]2[CH:17]=[CH:16][CH:15]=[CH:14][C:13]=2[F:18])(=[O:10])=[O:11])=[CH:5][N:4]=1. The yield is 0.570. (8) The product is [C:47]1([B-:34]([C:28]2[CH:29]=[CH:30][CH:31]=[CH:32][CH:33]=2)([C:35]2[CH:36]=[CH:37][CH:38]=[CH:39][CH:40]=2)[C:41]2[CH:46]=[CH:45][CH:44]=[CH:43][CH:42]=2)[CH:48]=[CH:49][CH:50]=[CH:51][CH:52]=1.[CH3:15][N:14]([CH3:16])[C:6]1[CH:5]=[C:4]([CH:1]([CH3:2])[CH3:3])[C:9]([N:10]2[CH:26]=[C:21]3[CH:22]=[CH:23][CH:24]=[CH:25][N+:20]3=[CH:28]2)=[C:8]([CH:11]([CH3:12])[CH3:13])[CH:7]=1. The yield is 0.730. The catalyst is C(O)C.CO. The reactants are [CH:1]([C:4]1[CH:5]=[C:6]([N:14]([CH3:16])[CH3:15])[CH:7]=[C:8]([CH:11]([CH3:13])[CH3:12])[C:9]=1[NH2:10])([CH3:3])[CH3:2].C=O.Cl.[N:20]1[CH:25]=[CH:24][CH:23]=[CH:22][C:21]=1[CH:26]=O.[C:28]1([B-:34]([C:47]2[CH:52]=[CH:51][CH:50]=[CH:49][CH:48]=2)([C:41]2[CH:46]=[CH:45][CH:44]=[CH:43][CH:42]=2)[C:35]2[CH:40]=[CH:39][CH:38]=[CH:37][CH:36]=2)[CH:33]=[CH:32][CH:31]=[CH:30][CH:29]=1.[Na+]. (9) The reactants are [Cl:1][C:2]1[C:11]2[C:6](=[CH:7][CH:8]=[CH:9][CH:10]=2)[CH:5]=[C:4]([C:12]2[CH:17]=[CH:16][C:15]([O:18][CH3:19])=[CH:14][CH:13]=2)[N:3]=1.[NH2:20][CH2:21][CH2:22][N:23]1[CH2:28][CH2:27][O:26][CH2:25][CH2:24]1.C(=O)([O-])[O-].[K+].[K+]. The catalyst is CN(C)C=O. The product is [ClH:1].[ClH:1].[N:23]1([CH2:22][CH2:21][NH:20][C:2]2[C:11]3[C:6](=[CH:7][CH:8]=[CH:9][CH:10]=3)[CH:5]=[C:4]([C:12]3[CH:17]=[CH:16][C:15]([O:18][CH3:19])=[CH:14][CH:13]=3)[N:3]=2)[CH2:28][CH2:27][O:26][CH2:25][CH2:24]1. The yield is 0.270. (10) The reactants are C([NH:9][C:10](=[O:27])[NH:11][C:12]1[S:16][C:15]([C:17]([O:19][C:20]([CH3:23])([CH3:22])[CH3:21])=[O:18])=[C:14]([CH3:24])[C:13]=1[C:25]#[N:26])(=O)C1C=CC=CC=1.[OH-].[Na+]. The catalyst is CCO. The product is [NH2:26][C:25]1[C:13]2[C:14]([CH3:24])=[C:15]([C:17]([O:19][C:20]([CH3:23])([CH3:22])[CH3:21])=[O:18])[S:16][C:12]=2[NH:11][C:10](=[O:27])[N:9]=1. The yield is 0.630.